Dataset: Forward reaction prediction with 1.9M reactions from USPTO patents (1976-2016). Task: Predict the product of the given reaction. (1) Given the reactants [C:1]([C:5]1[CH:10]=[CH:9][C:8](B(O)O)=[CH:7][CH:6]=1)([CH3:4])([CH3:3])[CH3:2].[CH:14]1[CH:19]=[CH:18][CH:17]=[CH:16][CH:15]=1.C(=O)([O-])[O-].[K+].[K+], predict the reaction product. The product is: [C:1]([C:5]1[CH:10]=[CH:9][C:8]([C:14]2[C:19]([C:8]3[CH:9]=[CH:10][C:5]([C:1]([CH3:4])([CH3:3])[CH3:2])=[CH:6][CH:7]=3)=[CH:18][C:17]3[C:5]([CH3:10])([CH3:6])[C:17]4[C:16](=[CH:15][C:14]([C:8]5[CH:9]=[CH:10][C:5]([C:1]([CH3:4])([CH3:2])[CH3:3])=[CH:6][CH:7]=5)=[C:19]([C:8]5[CH:9]=[CH:10][C:5]([C:1]([CH3:4])([CH3:3])[CH3:2])=[CH:6][CH:7]=5)[CH:18]=4)[C:1]([CH3:3])([CH3:2])[C:16]=3[CH:15]=2)=[CH:7][CH:6]=1)([CH3:4])([CH3:3])[CH3:2]. (2) Given the reactants C([Mg]Br)C.I[C:6]1[CH:11]=[C:10]([C:12]([F:15])([F:14])[F:13])[CH:9]=[C:8]([C:16]([F:19])([F:18])[F:17])[CH:7]=1.[CH3:20][C:21]([NH:25][C:26](=[O:35])[O:27][CH2:28][C:29]1[CH:34]=[CH:33][CH:32]=[CH:31][CH:30]=1)([CH3:24])[CH:22]=[O:23].[NH4+].[Cl-], predict the reaction product. The product is: [F:17][C:16]([F:19])([F:18])[C:8]1[CH:7]=[C:6]([CH:22]([OH:23])[C:21]([NH:25][C:26](=[O:35])[O:27][CH2:28][C:29]2[CH:34]=[CH:33][CH:32]=[CH:31][CH:30]=2)([CH3:24])[CH3:20])[CH:11]=[C:10]([C:12]([F:15])([F:14])[F:13])[CH:9]=1. (3) Given the reactants [Cl:1][C:2]1[CH:3]=[C:4]([B:9]([OH:11])[OH:10])[CH:5]=[C:6]([Cl:8])[CH:7]=1.[NH:12]([CH2:16][CH2:17]O)[CH2:13][CH2:14]O, predict the reaction product. The product is: [Cl:8][C:6]1[CH:5]=[C:4]([B:9]2[O:10][CH2:17][CH2:16][NH:12][CH2:13][CH2:14][O:11]2)[CH:3]=[C:2]([Cl:1])[CH:7]=1. (4) Given the reactants [C:1](N1C=CN=C1)(N1C=CN=C1)=[O:2].[CH:13]1([NH:16][C:17]2[C:18]([NH2:25])=[CH:19][C:20]([F:24])=[C:21]([F:23])[CH:22]=2)[CH2:15][CH2:14]1, predict the reaction product. The product is: [CH:13]1([N:16]2[C:17]3[CH:22]=[C:21]([F:23])[C:20]([F:24])=[CH:19][C:18]=3[NH:25][C:1]2=[O:2])[CH2:15][CH2:14]1. (5) Given the reactants C[O:2][C:3]([C@@H:5]1[CH2:9][C@@H:8]([S:10]([C:13]2[CH:18]=[CH:17][C:16]([F:19])=[CH:15][C:14]=2[Cl:20])(=[O:12])=[O:11])[CH2:7][N:6]1[C:21]1[N:25]([CH:26]2[CH2:31][CH2:30][O:29][CH2:28][CH2:27]2)[N:24]=[C:23]([CH3:32])[CH:22]=1)=[O:4].[OH-].[Li+], predict the reaction product. The product is: [Cl:20][C:14]1[CH:15]=[C:16]([F:19])[CH:17]=[CH:18][C:13]=1[S:10]([C@H:8]1[CH2:7][N:6]([C:21]2[N:25]([CH:26]3[CH2:31][CH2:30][O:29][CH2:28][CH2:27]3)[N:24]=[C:23]([CH3:32])[CH:22]=2)[C@H:5]([C:3]([OH:4])=[O:2])[CH2:9]1)(=[O:12])=[O:11]. (6) Given the reactants [CH:1]([N:14]1[C:26]2[CH:25]=[C:24]([C:27]([O:29]C)=[O:28])[CH:23]=[CH:22][C:21]=2[C:20]2[C:15]1=[CH:16][C:17]([C:33]1[C:34]([CH3:39])=[N:35][O:36][C:37]=1[CH3:38])=[CH:18][C:19]=2[C:31]#[N:32])([C:8]1[CH:13]=[CH:12][CH:11]=[CH:10][CH:9]=1)[C:2]1[CH:7]=[CH:6][CH:5]=[CH:4][CH:3]=1.[OH-].[Na+], predict the reaction product. The product is: [C:31]([C:19]1[CH:18]=[C:17]([C:33]2[C:34]([CH3:39])=[N:35][O:36][C:37]=2[CH3:38])[CH:16]=[C:15]2[C:20]=1[C:21]1[CH:22]=[CH:23][C:24]([C:27]([OH:29])=[O:28])=[CH:25][C:26]=1[N:14]2[CH:1]([C:8]1[CH:13]=[CH:12][CH:11]=[CH:10][CH:9]=1)[C:2]1[CH:7]=[CH:6][CH:5]=[CH:4][CH:3]=1)#[N:32]. (7) Given the reactants [Cl:1][C:2]1[CH:3]=[CH:4][C:5]([F:9])=[C:6]([CH3:8])[CH:7]=1.[Br:10]N1C(=O)CCC1=O.CCCCCCC.C1(=O)NC(=O)CC1, predict the reaction product. The product is: [Cl:1][C:2]1[CH:3]=[CH:4][C:5]([F:9])=[C:6]([CH:7]=1)[CH2:8][Br:10]. (8) The product is: [CH2:1]([O:3][C:4]([C:6]1[NH:7][C:8]2[C:13]([CH:14]=1)=[CH:12][C:11]([NH:15][CH:21]1[CH2:22][CH2:23][N:18]([CH2:16][CH3:17])[CH2:19][CH2:20]1)=[CH:10][CH:9]=2)=[O:5])[CH3:2]. Given the reactants [CH2:1]([O:3][C:4]([C:6]1[NH:7][C:8]2[C:13]([CH:14]=1)=[CH:12][C:11]([NH2:15])=[CH:10][CH:9]=2)=[O:5])[CH3:2].[CH2:16]([N:18]1[CH2:23][CH2:22][CH2:21][CH2:20][C:19]1=O)[CH3:17].[BH4-].[Na+].[OH-].[Na+], predict the reaction product. (9) Given the reactants [OH:1][C@@:2]1([CH2:9][NH:10][C:11]([C:13]2[C:14]3[CH:15]=[CH:16][C:17](Cl)=[N:18][C:19]=3[CH:20]=[CH:21][C:22]=2[Cl:23])=[O:12])[CH2:7][CH2:6][CH2:5][C@H:4]([CH3:8])[CH2:3]1.ClC1C=C[C:33]2[C:32]([C:36]([OH:38])=O)=[C:31](Cl)C=C[C:28]=2[N:27]=1.CCN(C(C)C)C(C)C.OCC1CCNC1, predict the reaction product. The product is: [OH:1][C@@:2]1([CH2:9][NH:10][C:11]([C:13]2[C:14]3[CH:15]=[CH:16][C:17]([N:27]4[CH2:28][CH2:33][CH:32]([CH2:36][OH:38])[CH2:31]4)=[N:18][C:19]=3[CH:20]=[CH:21][C:22]=2[Cl:23])=[O:12])[CH2:7][CH2:6][CH2:5][C@H:4]([CH3:8])[CH2:3]1.